This data is from NCI-60 drug combinations with 297,098 pairs across 59 cell lines. The task is: Regression. Given two drug SMILES strings and cell line genomic features, predict the synergy score measuring deviation from expected non-interaction effect. (1) Drug 1: C1=CN(C=N1)CC(O)(P(=O)(O)O)P(=O)(O)O. Drug 2: C1CCC(C(C1)N)N.C(=O)(C(=O)[O-])[O-].[Pt+4]. Cell line: SNB-19. Synergy scores: CSS=32.1, Synergy_ZIP=-8.48, Synergy_Bliss=2.51, Synergy_Loewe=-4.06, Synergy_HSA=0.418. (2) Drug 1: CN(CC1=CN=C2C(=N1)C(=NC(=N2)N)N)C3=CC=C(C=C3)C(=O)NC(CCC(=O)O)C(=O)O. Drug 2: C1CNP(=O)(OC1)N(CCCl)CCCl. Cell line: TK-10. Synergy scores: CSS=25.3, Synergy_ZIP=-0.222, Synergy_Bliss=-1.52, Synergy_Loewe=-47.5, Synergy_HSA=-2.57. (3) Drug 1: CC12CCC(CC1=CCC3C2CCC4(C3CC=C4C5=CN=CC=C5)C)O. Synergy scores: CSS=3.73, Synergy_ZIP=-0.821, Synergy_Bliss=-0.229, Synergy_Loewe=-1.93, Synergy_HSA=-1.72. Drug 2: CC1=C(C=C(C=C1)NC(=O)C2=CC=C(C=C2)CN3CCN(CC3)C)NC4=NC=CC(=N4)C5=CN=CC=C5. Cell line: NCI-H522. (4) Drug 1: C(CC(=O)O)C(=O)CN.Cl. Drug 2: N.N.Cl[Pt+2]Cl. Cell line: NCI-H322M. Synergy scores: CSS=17.0, Synergy_ZIP=-5.69, Synergy_Bliss=0.863, Synergy_Loewe=-0.0668, Synergy_HSA=-0.300. (5) Drug 1: COC1=C(C=C2C(=C1)N=CN=C2NC3=CC(=C(C=C3)F)Cl)OCCCN4CCOCC4. Drug 2: CCN(CC)CCCC(C)NC1=C2C=C(C=CC2=NC3=C1C=CC(=C3)Cl)OC. Cell line: UACC62. Synergy scores: CSS=29.0, Synergy_ZIP=-2.15, Synergy_Bliss=2.07, Synergy_Loewe=3.66, Synergy_HSA=4.15. (6) Drug 1: CN1CCC(CC1)COC2=C(C=C3C(=C2)N=CN=C3NC4=C(C=C(C=C4)Br)F)OC. Drug 2: COC1=NC(=NC2=C1N=CN2C3C(C(C(O3)CO)O)O)N. Cell line: NCI/ADR-RES. Synergy scores: CSS=4.48, Synergy_ZIP=-0.467, Synergy_Bliss=3.92, Synergy_Loewe=-4.10, Synergy_HSA=0.769. (7) Drug 1: C1=NC2=C(N1)C(=S)N=C(N2)N. Drug 2: CS(=O)(=O)CCNCC1=CC=C(O1)C2=CC3=C(C=C2)N=CN=C3NC4=CC(=C(C=C4)OCC5=CC(=CC=C5)F)Cl. Cell line: HS 578T. Synergy scores: CSS=15.1, Synergy_ZIP=1.09, Synergy_Bliss=-0.172, Synergy_Loewe=-10.7, Synergy_HSA=-3.26.